Predict the product of the given reaction. From a dataset of Forward reaction prediction with 1.9M reactions from USPTO patents (1976-2016). (1) Given the reactants Cl[C:2]1[CH:7]=[CH:6][C:5]([O:8][CH3:9])=[CH:4][C:3]=1OC.COC1C=CC=[C:18]([O:39][CH3:40])[C:19]=1[C:20]1C=CC=CC=1P(C1CCCCC1)C1CCCCC1, predict the reaction product. The product is: [CH3:40][O:39][CH:18]1[CH2:19][CH:20]1[C:2]1[CH:3]=[CH:4][C:5]([O:8][CH3:9])=[CH:6][CH:7]=1. (2) The product is: [Cl:13][C:14]1[CH:19]=[C:18]([C:2]2[C:10]([CH3:11])=[CH:9][C:5]([C:6]([OH:8])=[O:7])=[C:4]([F:12])[CH:3]=2)[CH:17]=[N:16][C:15]=1[F:29]. Given the reactants Br[C:2]1[C:10]([CH3:11])=[CH:9][C:5]([C:6]([OH:8])=[O:7])=[C:4]([F:12])[CH:3]=1.[Cl:13][C:14]1[C:15]([F:29])=[N:16][CH:17]=[C:18](B2OC(C)(C)C(C)(C)O2)[CH:19]=1.C([O-])([O-])=O.[Na+].[Na+], predict the reaction product. (3) The product is: [CH2:17]([N:16]([CH2:19][CH3:20])[S:12]([C:3]1[CH:4]=[C:5]([C:8]([F:11])([F:10])[F:9])[CH:6]=[CH:7][C:2]=1[F:1])(=[O:14])=[O:13])[CH3:18]. Given the reactants [F:1][C:2]1[CH:7]=[CH:6][C:5]([C:8]([F:11])([F:10])[F:9])=[CH:4][C:3]=1[S:12](Cl)(=[O:14])=[O:13].[NH:16]([CH2:19][CH3:20])[CH2:17][CH3:18], predict the reaction product. (4) Given the reactants [Br:1][C:2]1[CH:3]=[C:4]2[C:12](=[CH:13][CH:14]=1)[NH:11][C:10]1[CH:9]([C:15]3[CH:20]=[CH:19][C:18]([CH3:21])=[CH:17][CH:16]=3)[NH:8][CH2:7][CH2:6][C:5]2=1.Cl[C:23]([O:25][CH3:26])=[O:24], predict the reaction product. The product is: [Br:1][C:2]1[CH:3]=[C:4]2[C:12](=[CH:13][CH:14]=1)[NH:11][C:10]1[CH:9]([C:15]3[CH:20]=[CH:19][C:18]([CH3:21])=[CH:17][CH:16]=3)[N:8]([C:23]([O:25][CH3:26])=[O:24])[CH2:7][CH2:6][C:5]2=1.